This data is from Full USPTO retrosynthesis dataset with 1.9M reactions from patents (1976-2016). The task is: Predict the reactants needed to synthesize the given product. (1) Given the product [Cl:1][C:2]1[CH:3]=[C:4]([C:9]2[S:10][C:11]([C:22]([N:24]3[CH2:28][C:27](=[O:29])[NH:26][CH2:25]3)=[O:23])=[CH:12][C:13]=2[C:14]2[CH:19]=[CH:18][C:17]([F:37])=[C:16]([C:20]#[N:21])[CH:15]=2)[CH:5]=[C:6]([F:8])[CH:7]=1, predict the reactants needed to synthesize it. The reactants are: [Cl:1][C:2]1[CH:3]=[C:4]([C:9]2[S:10][C:11]([C:22]([N:24]3[CH2:28][C:27](=[O:29])[NH:26][CH2:25]3)=[O:23])=[CH:12][C:13]=2[C:14]2[CH:15]=[C:16]([C:20]#[N:21])[CH:17]=[CH:18][CH:19]=2)[CH:5]=[C:6]([F:8])[CH:7]=1.ClC1C=C(C2SC(C(O)=O)=CC=2C2C=CC(F)=C(C#N)C=2)C=C([F:37])C=1. (2) Given the product [Br:1][C:2]1[CH:3]=[C:4]2[C:12](=[CH:13][CH:14]=1)[N:11]([C:27]1[N:32]=[C:31]([C:33]3[CH:38]=[CH:37][CH:36]=[CH:35][CH:34]=3)[N:30]=[C:29]([C:39]3[CH:40]=[CH:41][CH:42]=[CH:43][CH:44]=3)[N:28]=1)[C:10]1[CH:9]=[C:8]3[C:15]([CH3:23])([CH3:22])[C:16]4[C:21]([C:7]3=[CH:6][C:5]2=1)=[CH:20][CH:19]=[CH:18][CH:17]=4, predict the reactants needed to synthesize it. The reactants are: [Br:1][C:2]1[CH:3]=[C:4]2[C:12](=[CH:13][CH:14]=1)[NH:11][C:10]1[CH:9]=[C:8]3[C:15]([CH3:23])([CH3:22])[C:16]4[C:21]([C:7]3=[CH:6][C:5]2=1)=[CH:20][CH:19]=[CH:18][CH:17]=4.[H-].[Na+].Cl[C:27]1[N:32]=[C:31]([C:33]2[CH:38]=[CH:37][CH:36]=[CH:35][CH:34]=2)[N:30]=[C:29]([C:39]2[CH:44]=[CH:43][CH:42]=[CH:41][CH:40]=2)[N:28]=1.